Dataset: Forward reaction prediction with 1.9M reactions from USPTO patents (1976-2016). Task: Predict the product of the given reaction. (1) The product is: [Br:1][C:2]1[CH:8]=[CH:7][C:5]([NH:6][C:19](=[O:20])[CH2:18][CH2:17][Cl:16])=[CH:4][C:3]=1[Cl:9]. Given the reactants [Br:1][C:2]1[CH:8]=[CH:7][C:5]([NH2:6])=[CH:4][C:3]=1[Cl:9].N1C=CC=CC=1.[Cl:16][CH2:17][CH2:18][C:19](Cl)=[O:20], predict the reaction product. (2) Given the reactants Br[CH2:2][C:3]1[C:12]2[C:7](=[C:8]([F:14])[C:9]([F:13])=[CH:10][CH:11]=2)[NH:6][C:5](=[O:15])[CH:4]=1.[CH3:16][S:17][C:18]1[NH:22][C:21]2[CH:23]=[CH:24][CH:25]=[CH:26][C:20]=2[N:19]=1, predict the reaction product. The product is: [F:13][C:9]1[C:8]([F:14])=[C:7]2[C:12]([C:3]([CH2:2][N:19]3[C:20]4[CH:26]=[CH:25][CH:24]=[CH:23][C:21]=4[N:22]=[C:18]3[S:17][CH3:16])=[CH:4][C:5](=[O:15])[NH:6]2)=[CH:11][CH:10]=1. (3) The product is: [F:12][C:13]([F:23])([F:24])[C:14]1[CH:15]=[C:16]([CH:20]=[CH:21][CH:22]=1)[C:17]([NH:1][C:2]1[CH:3]=[CH:4][C:5]([Cl:11])=[C:6]([CH:10]=1)[C:7]([OH:9])=[O:8])=[O:18]. Given the reactants [NH2:1][C:2]1[CH:3]=[CH:4][C:5]([Cl:11])=[C:6]([CH:10]=1)[C:7]([OH:9])=[O:8].[F:12][C:13]([F:24])([F:23])[C:14]1[CH:15]=[C:16]([CH:20]=[CH:21][CH:22]=1)[C:17](Cl)=[O:18], predict the reaction product. (4) Given the reactants S(O)(O)(=O)=O.[C:6]([C:11]1[N:15]2[C:16]([CH2:20]Cl)=[CH:17][CH:18]=[CH:19][C:14]2=[N:13][CH:12]=1)([O:8]CC)=O.C1CCN2C(=NCCC2)CC1.[C:33]([O:37][C:38]([N:40]1[CH2:45][CH2:44][CH:43]([CH2:46][CH2:47][NH2:48])[CH2:42][CH2:41]1)=[O:39])([CH3:36])([CH3:35])[CH3:34].[I-].[Na+], predict the reaction product. The product is: [C:33]([O:37][C:38]([N:40]1[CH2:45][CH2:44][CH:43]([CH2:46][CH2:47][N:48]2[CH2:20][C:16]3[N:15]4[C:11](=[CH:12][N:13]=[C:14]4[CH:19]=[CH:18][CH:17]=3)[C:6]2=[O:8])[CH2:42][CH2:41]1)=[O:39])([CH3:36])([CH3:35])[CH3:34]. (5) Given the reactants [F:1][C:2]1[CH:32]=[C:31]([F:33])[CH:30]=[CH:29][C:3]=1[O:4][C:5]1[C:10]([C:11]2[C:19]3[C:14](=[C:15]([O:20]C)[N:16]=[CH:17][CH:18]=3)[N:13]([CH3:22])[CH:12]=2)=[CH:9][C:8]([NH:23][S:24]([CH3:27])(=[O:26])=[O:25])=[C:7]([F:28])[CH:6]=1.Cl.O1CCOCC1, predict the reaction product. The product is: [F:1][C:2]1[CH:32]=[C:31]([F:33])[CH:30]=[CH:29][C:3]=1[O:4][C:5]1[C:10]([C:11]2[C:19]3[CH:18]=[CH:17][NH:16][C:15](=[O:20])[C:14]=3[N:13]([CH3:22])[CH:12]=2)=[CH:9][C:8]([NH:23][S:24]([CH3:27])(=[O:26])=[O:25])=[C:7]([F:28])[CH:6]=1. (6) Given the reactants [CH3:1][O:2][C:3]1[CH:4]=[C:5]2[C:10](=[CH:11][CH:12]=1)[CH:9]=[C:8]([C:13]1[C:18]3=[N:19][S:20](=[O:24])(=[O:23])[CH2:21][CH2:22][N:17]3[CH:16]=[CH:15][CH:14]=1)[CH:7]=[CH:6]2, predict the reaction product. The product is: [CH3:1][O:2][C:3]1[CH:4]=[C:5]2[C:10](=[CH:11][CH:12]=1)[CH:9]=[C:8]([CH:13]1[C:18]3=[N:19][S:20](=[O:24])(=[O:23])[CH2:21][CH2:22][N:17]3[CH2:16][CH2:15][CH2:14]1)[CH:7]=[CH:6]2. (7) Given the reactants [NH2:1][C@@H:2]1[C:11]2[C:6](=[CH:7][CH:8]=[CH:9][CH:10]=2)[C@H:5]([OH:12])[CH2:4][CH2:3]1.[H-].[Na+].[CH3:15][C@H:16]1[CH2:21][CH2:20][CH2:19][C@@H:18]([CH3:22])[N:17]1[C:23]1[N:27]2[CH:28]=[C:29](F)[CH:30]=[CH:31][C:26]2=[N:25][N:24]=1, predict the reaction product. The product is: [CH3:15][C@H:16]1[CH2:21][CH2:20][CH2:19][C@@H:18]([CH3:22])[N:17]1[C:23]1[N:27]2[CH:28]=[C:29]([O:12][C@H:5]3[C:6]4[C:11](=[CH:10][CH:9]=[CH:8][CH:7]=4)[C@@H:2]([NH2:1])[CH2:3][CH2:4]3)[CH:30]=[CH:31][C:26]2=[N:25][N:24]=1. (8) Given the reactants [N+:1]([C:4]1[CH:44]=[CH:43][CH:42]=[CH:41][C:5]=1[CH2:6][O:7][C:8](=[O:40])[CH2:9][CH2:10][CH2:11][CH2:12][CH2:13][CH2:14][CH2:15][CH2:16][CH2:17][CH2:18][O:19][C:20]1[CH:21]=[C:22]([C:33]([O:35]C(C)(C)C)=[O:34])[CH:23]=[C:24]([CH:32]=1)[C:25]([O:27]C(C)(C)C)=[O:26])([O-:3])=[O:2].FC(F)(F)C(O)=O, predict the reaction product. The product is: [N+:1]([C:4]1[CH:44]=[CH:43][CH:42]=[CH:41][C:5]=1[CH2:6][O:7][C:8](=[O:40])[CH2:9][CH2:10][CH2:11][CH2:12][CH2:13][CH2:14][CH2:15][CH2:16][CH2:17][CH2:18][O:19][C:20]1[CH:32]=[C:24]([C:25]([OH:27])=[O:26])[CH:23]=[C:22]([CH:21]=1)[C:33]([OH:35])=[O:34])([O-:3])=[O:2].